From a dataset of Forward reaction prediction with 1.9M reactions from USPTO patents (1976-2016). Predict the product of the given reaction. (1) Given the reactants [F:1][C:2]1[C:7]([S:8]([CH3:11])(=[O:10])=[O:9])=[CH:6][CH:5]=[CH:4][C:3]=1[N:12]1[CH2:17][CH2:16][N:15](C(OC)=O)[CH2:14][CH2:13]1, predict the reaction product. The product is: [F:1][C:2]1[C:7]([S:8]([CH3:11])(=[O:9])=[O:10])=[CH:6][CH:5]=[CH:4][C:3]=1[N:12]1[CH2:17][CH2:16][NH:15][CH2:14][CH2:13]1. (2) Given the reactants C(OC([N:8](C(OC(C)(C)C)=O)[C:9]1[N:10]=[CH:11][CH:12]=[C:13]2[CH:17]=[C:16](B(O)O)[O:15][C:14]=12)=O)(C)(C)C.Br[C:29]1[C:30]2[S:37][N:36]=[CH:35][C:31]=2[CH:32]=[N:33][CH:34]=1.C(=O)([O-])[O-].[K+].[K+].Cl.C1C(=O)N([I:52])C(=O)C1, predict the reaction product. The product is: [I:52][C:12]1[CH:11]=[N:10][C:9]([NH2:8])=[C:14]2[O:15][C:16]([C:29]3[C:30]4[S:37][N:36]=[CH:35][C:31]=4[CH:32]=[N:33][CH:34]=3)=[CH:17][C:13]=12.